Dataset: Forward reaction prediction with 1.9M reactions from USPTO patents (1976-2016). Task: Predict the product of the given reaction. (1) The product is: [C:1]([C:5]1[CH:23]=[CH:22][C:8]([C:9]([NH:11][C:12]2[N:13]=[C:14]3[CH:19]=[CH:18][C:17]([CH3:24])=[N:16][N:15]3[CH:21]=2)=[O:10])=[CH:7][CH:6]=1)([CH3:4])([CH3:3])[CH3:2]. Given the reactants [C:1]([C:5]1[CH:23]=[CH:22][C:8]([C:9]([NH:11][C:12]2[N:13]=[C:14]3[CH:19]=[CH:18][C:17](Cl)=[N:16][N:15]3[CH:21]=2)=[O:10])=[CH:7][CH:6]=1)([CH3:4])([CH3:3])[CH3:2].[CH3:24]B(O)O.C(=O)([O-])[O-].[K+].[K+], predict the reaction product. (2) Given the reactants [NH:1]1[CH:5]=[C:4]([C:6]2[C:7]([C:12]3[CH:17]=[CH:16][C:15]([F:18])=[CH:14][CH:13]=3)=[N:8][O:9][C:10]=2[CH3:11])[N:3]=[CH:2]1.[Cl:19][C:20]1[CH:21]=[C:22](B(O)O)[CH:23]=[CH:24][CH:25]=1, predict the reaction product. The product is: [Cl:19][C:20]1[CH:25]=[C:24]([N:1]2[CH:5]=[C:4]([C:6]3[C:7]([C:12]4[CH:17]=[CH:16][C:15]([F:18])=[CH:14][CH:13]=4)=[N:8][O:9][C:10]=3[CH3:11])[N:3]=[CH:2]2)[CH:23]=[CH:22][CH:21]=1. (3) The product is: [F:1][C:2]1[CH:3]=[CH:4][CH:5]=[C:6]2[C:11]=1[CH:10]=[C:9]([OH:12])[CH:8]=[CH:7]2. Given the reactants [F:1][C:2]1[C:11]2[C:6](=[CH:7][CH:8]=[C:9]([O:12]C)[CH:10]=2)[CH:5]=[CH:4][CH:3]=1.B(Br)(Br)Br, predict the reaction product. (4) Given the reactants Cl[CH2:2][CH2:3][CH2:4][CH2:5][O:6][C:7]1[CH:8]=[CH:9][C:10]2[CH2:16][CH2:15][CH2:14][C:13](=[O:17])[NH:12][C:11]=2[CH:18]=1.Cl.[Cl:20][C:21]1[C:26]([Cl:27])=[CH:25][CH:24]=[CH:23][C:22]=1[N:28]1[CH2:33][CH2:32][NH:31][CH2:30][CH2:29]1.[I-].[Na+].C(=O)([O-])[O-].[K+].[K+], predict the reaction product. The product is: [Cl:20][C:21]1[C:26]([Cl:27])=[CH:25][CH:24]=[CH:23][C:22]=1[N:28]1[CH2:33][CH2:32][N:31]([CH2:2][CH2:3][CH2:4][CH2:5][O:6][C:7]2[CH:8]=[CH:9][C:10]3[CH2:16][CH2:15][CH2:14][C:13](=[O:17])[NH:12][C:11]=3[CH:18]=2)[CH2:30][CH2:29]1. (5) Given the reactants [C:1]1([C:6]2[CH:11]=[CH:10][CH:9]=[CH:8][C:7]=2[N+:12]([O-])=O)[CH2:5][CH2:4][CH2:3][CH:2]=1, predict the reaction product. The product is: [CH:1]1([C:6]2[CH:11]=[CH:10][CH:9]=[CH:8][C:7]=2[NH2:12])[CH2:2][CH2:3][CH2:4][CH2:5]1.